Dataset: Peptide-MHC class I binding affinity with 185,985 pairs from IEDB/IMGT. Task: Regression. Given a peptide amino acid sequence and an MHC pseudo amino acid sequence, predict their binding affinity value. This is MHC class I binding data. (1) The peptide sequence is AYSSWMYSY. The MHC is HLA-B58:01 with pseudo-sequence HLA-B58:01. The binding affinity (normalized) is 0. (2) The peptide sequence is AEWDRVHPV. The MHC is HLA-B51:01 with pseudo-sequence HLA-B51:01. The binding affinity (normalized) is 0.